This data is from Reaction yield outcomes from USPTO patents with 853,638 reactions. The task is: Predict the reaction yield, written as a fraction of the theoretical maximum amount of product (1.0 means a 100% yield; for example, 0.34 means a 34% yield). (1) The reactants are C(O)(=O)/[CH:2]=[CH:3]/[C:4]1[CH:12]=[CH:11][C:9](O)=[C:6]([O:7][CH3:8])[CH:5]=1.[OH-:15].[Na+].Cl. The catalyst is CCCCCC. The product is [CH:3]([C:4]1[CH:12]=[CH:11][CH:9]=[C:6]([O:7][CH3:8])[C:5]=1[OH:15])=[CH2:2]. The yield is 0.750. (2) The reactants are [C:1]([N:9]1[CH2:14][CH2:13][NH:12][CH2:11][CH2:10]1)(=[O:8])[C:2]1[CH:7]=[CH:6][CH:5]=[CH:4][CH:3]=1.C[O:16][C:17]1C=CC=C[C:18]=1N1CCN(CCO)CC1. No catalyst specified. The product is [C:1]([N:9]1[CH2:14][CH2:13][N:12]([CH2:18][CH2:17][OH:16])[CH2:11][CH2:10]1)(=[O:8])[C:2]1[CH:7]=[CH:6][CH:5]=[CH:4][CH:3]=1. The yield is 0.900.